From a dataset of HIV replication inhibition screening data with 41,000+ compounds from the AIDS Antiviral Screen. Binary Classification. Given a drug SMILES string, predict its activity (active/inactive) in a high-throughput screening assay against a specified biological target. (1) The molecule is CCOC(=O)NC(=N)SCc1ccccc1.Cl. The result is 0 (inactive). (2) The drug is CCCOC(=O)C1OC12CCCCC2. The result is 0 (inactive). (3) The molecule is CCOC(=O)C(=CNC(=S)Nc1c(CC)cccc1CC)C(=O)OCC. The result is 0 (inactive). (4) The drug is CS(=O)(=O)O.N=C(N)SCCc1ccncc1. The result is 0 (inactive). (5) The drug is CCOC(=O)C1(c2ccccc2)CCN(Cc2ccccc2)CC1. The result is 0 (inactive). (6) The compound is CN1CCC(OC(=O)C2(O)c3ccccc3Oc3ccccc32)CC1. The result is 0 (inactive). (7) The compound is CCCCn1[nH]c(=O)ccc1=O. The result is 0 (inactive).